This data is from Forward reaction prediction with 1.9M reactions from USPTO patents (1976-2016). The task is: Predict the product of the given reaction. (1) Given the reactants [OH:1][C:2]1[CH:13]=[CH:12][C:5]([O:6][C@H:7]([CH3:11])[C:8](O)=[O:9])=[CH:4][CH:3]=1.S(Cl)([Cl:16])=O, predict the reaction product. The product is: [OH:1][C:2]1[CH:13]=[CH:12][C:5]([O:6][C@H:7]([CH3:11])[C:8]([Cl:16])=[O:9])=[CH:4][CH:3]=1. (2) Given the reactants C[Si](C)(C)[C:3]#[C:4][CH2:5][N:6]1[C:11](=[O:12])[C:10]([C:13]2[CH:18]=[CH:17][C:16]([F:19])=[CH:15][CH:14]=2)=[C:9]([C:20]2[CH:25]=[CH:24][N:23]=[CH:22][CH:21]=2)[N:8]=[C:7]1SC.[C:30]1([CH2:36][CH2:37][CH2:38][NH2:39])[CH:35]=[CH:34][CH:33]=[CH:32][CH:31]=1, predict the reaction product. The product is: [F:19][C:16]1[CH:17]=[CH:18][C:13]([C:10]2[C:11](=[O:12])[N:6]3[CH:5]=[C:4]([CH3:3])[N:39]([CH2:38][CH2:37][CH2:36][C:30]4[CH:35]=[CH:34][CH:33]=[CH:32][CH:31]=4)[C:7]3=[N:8][C:9]=2[C:20]2[CH:25]=[CH:24][N:23]=[CH:22][CH:21]=2)=[CH:14][CH:15]=1. (3) Given the reactants [NH2:1][C:2]1[CH:10]=[CH:9][CH:8]=[C:7]([F:11])[C:3]=1[C:4]([NH2:6])=O.[F:12][C:13]1[CH:21]=[CH:20][CH:19]=[CH:18][C:14]=1[C:15](Cl)=O.[NH:22]1[CH2:26][CH2:25][CH2:24][CH2:23]1, predict the reaction product. The product is: [F:11][C:7]1[CH:8]=[CH:9][CH:10]=[C:2]2[C:3]=1[C:4]([N:22]1[CH2:26][CH2:25][CH2:24][CH2:23]1)=[N:6][C:15]([C:14]1[CH:18]=[CH:19][CH:20]=[CH:21][C:13]=1[F:12])=[N:1]2. (4) Given the reactants [NH:1]1[C:9]2[CH:8]=[CH:7][CH:6]=[C:5]([C:10]([OH:12])=[O:11])[C:4]=2[CH:3]=[CH:2]1.Cl.[CH3:14]N(C)CCCN=C=NCC.CO, predict the reaction product. The product is: [NH:1]1[C:9]2[CH:8]=[CH:7][CH:6]=[C:5]([C:10]([O:12][CH3:14])=[O:11])[C:4]=2[CH:3]=[CH:2]1. (5) Given the reactants [Br:1][C:2]1[CH:10]=[CH:9][C:5]([C:6](O)=[O:7])=[C:4]([F:11])[CH:3]=1.O=S(Cl)[Cl:14], predict the reaction product. The product is: [Br:1][C:2]1[CH:10]=[CH:9][C:5]([C:6]([Cl:14])=[O:7])=[C:4]([F:11])[CH:3]=1. (6) The product is: [CH2:1]([C:4]1[CH:5]=[C:6]([C:11]2[C:12]([OH:20])=[CH:13][CH:14]=[C:15]([CH2:17][CH2:18][CH3:19])[CH:16]=2)[CH:7]=[CH:8][C:9]=1[OH:10])[CH:2]=[CH2:3].[Br:23][C:11]1[CH:16]=[C:15]([CH2:17][CH:18]=[CH2:19])[CH:14]=[CH:13][C:12]=1[O:20][CH3:21]. Given the reactants [CH2:1]([C:4]1[CH:5]=[C:6]([C:11]2[CH:16]=[C:15]([CH2:17][CH2:18][CH3:19])[CH:14]=[CH:13][C:12]=2[O:20][CH3:21])[CH:7]=[CH:8][C:9]=1[OH:10])[CH:2]=[CH2:3].B(Br)(Br)[Br:23], predict the reaction product.